From a dataset of Merck oncology drug combination screen with 23,052 pairs across 39 cell lines. Regression. Given two drug SMILES strings and cell line genomic features, predict the synergy score measuring deviation from expected non-interaction effect. Synergy scores: synergy=-7.48. Drug 2: Cn1nnc2c(C(N)=O)ncn2c1=O. Drug 1: O=P1(N(CCCl)CCCl)NCCCO1. Cell line: NCIH23.